This data is from Full USPTO retrosynthesis dataset with 1.9M reactions from patents (1976-2016). The task is: Predict the reactants needed to synthesize the given product. (1) Given the product [F:37][C:34]1[CH:35]=[CH:36][C:31]([S:28]([N:17]([CH2:18][CH2:19][CH2:20][O:21][C:22]2[CH:23]=[CH:24][CH:25]=[CH:26][CH:27]=2)[C:15]2[CH:14]=[CH:13][C:12]3[N:8]([CH2:7][C:6]([OH:41])=[O:5])[C:9]([CH2:38][CH2:39][CH3:40])=[N:10][C:11]=3[CH:16]=2)(=[O:30])=[O:29])=[CH:32][CH:33]=1, predict the reactants needed to synthesize it. The reactants are: C([O:5][C:6](=[O:41])[CH2:7][N:8]1[C:12]2[CH:13]=[CH:14][C:15]([N:17]([S:28]([C:31]3[CH:36]=[CH:35][C:34]([F:37])=[CH:33][CH:32]=3)(=[O:30])=[O:29])[CH2:18][CH2:19][CH2:20][O:21][C:22]3[CH:27]=[CH:26][CH:25]=[CH:24][CH:23]=3)=[CH:16][C:11]=2[N:10]=[C:9]1[CH2:38][CH2:39][CH3:40])(C)(C)C.C(O)(C(F)(F)F)=O. (2) Given the product [CH2:24]([O:23][C:21](=[O:22])[C:20]([F:27])([F:26])[C@@:8]([C:6]1[CH:7]=[C:2]([Br:1])[C:3]([F:18])=[CH:4][C:5]=1[F:17])([NH:10][S@@:11]([C:13]([CH3:16])([CH3:15])[CH3:14])=[O:12])[CH3:9])[CH3:25], predict the reactants needed to synthesize it. The reactants are: [Br:1][C:2]1[C:3]([F:18])=[CH:4][C:5]([F:17])=[C:6](/[C:8](=[N:10]/[S@@:11]([C:13]([CH3:16])([CH3:15])[CH3:14])=[O:12])/[CH3:9])[CH:7]=1.Br[C:20]([F:27])([F:26])[C:21]([O:23][CH2:24][CH3:25])=[O:22]. (3) Given the product [CH2:1]([O:3][C:4](=[O:20])[CH:5]([CH2:18][CH3:19])[CH2:6][CH2:7][N:8]1[C:12]2=[N:13][S:14][C:15]([I:25])=[C:11]2[S:10][C:9]1=[S:17])[CH3:2], predict the reactants needed to synthesize it. The reactants are: [CH2:1]([O:3][C:4](=[O:20])[CH:5]([CH2:18][CH3:19])[CH2:6][CH2:7][N:8]1[C:12]2=[N:13][S:14][C:15](N)=[C:11]2[S:10][C:9]1=[S:17])[CH3:2].N([O-])=O.[Na+].[I-:25].[K+].CCCCCC. (4) Given the product [Br:27][C:16]1[CH:17]=[C:18]([O:19][C:20]2[CH:25]=[CH:24][C:23]([F:26])=[CH:22][CH:21]=2)[C:13]([NH:12][C:10]([NH2:9])=[S:11])=[N:14][CH:15]=1, predict the reactants needed to synthesize it. The reactants are: C([NH:9][C:10]([NH:12][C:13]1[C:18]([O:19][C:20]2[CH:25]=[CH:24][C:23]([F:26])=[CH:22][CH:21]=2)=[CH:17][C:16]([Br:27])=[CH:15][N:14]=1)=[S:11])(=O)C1C=CC=CC=1.[OH-].[Na+]. (5) Given the product [CH3:1][O:2][C:3](=[O:7])[CH:4]([O:5][CH3:6])[CH:40]([OH:41])[C:34]1[C:35]2[S:36][CH:37]=[CH:38][C:39]=2[C:31]([O:30][CH2:29][CH2:28][C:18]2[N:19]=[C:20]([C:22]3[CH:27]=[CH:26][CH:25]=[CH:24][CH:23]=3)[O:21][C:17]=2[CH3:16])=[CH:32][CH:33]=1, predict the reactants needed to synthesize it. The reactants are: [CH3:1][O:2][C:3](=[O:7])[CH2:4][O:5][CH3:6].[Li+].CC([N-]C(C)C)C.[CH3:16][C:17]1[O:21][C:20]([C:22]2[CH:27]=[CH:26][CH:25]=[CH:24][CH:23]=2)=[N:19][C:18]=1[CH2:28][CH2:29][O:30][C:31]1[C:39]2[CH:38]=[CH:37][S:36][C:35]=2[C:34]([CH:40]=[O:41])=[CH:33][CH:32]=1.Cl.